Predict the reaction yield, written as a fraction of the theoretical maximum amount of product (1.0 means a 100% yield; for example, 0.34 means a 34% yield). From a dataset of Reaction yield outcomes from USPTO patents with 853,638 reactions. (1) The product is [S:1]1[C:5]2[CH:6]=[CH:7][CH:8]=[CH:9][C:4]=2[N:3]=[C:2]1[O:10][C:11]1[CH:19]=[C:18]2[C:14]([C:15]([CH2:20][N:21]3[CH2:26][CH2:25][CH:24]([N:27]4[CH2:31][C@H:30]([OH:32])[CH2:29][C:28]4=[O:40])[CH2:23][CH2:22]3)=[CH:16][NH:17]2)=[CH:13][CH:12]=1. The catalyst is CO.C(Cl)Cl.O1CCOCC1. The yield is 0.700. The reactants are [S:1]1[C:5]2[CH:6]=[CH:7][CH:8]=[CH:9][C:4]=2[N:3]=[C:2]1[O:10][C:11]1[CH:19]=[C:18]2[C:14]([C:15]([CH2:20][N:21]3[CH2:26][CH2:25][CH:24]([N:27]4[CH2:31][C@H:30]([O:32][Si](C(C)(C)C)(C)C)[CH2:29][C:28]4=[O:40])[CH2:23][CH2:22]3)=[CH:16][NH:17]2)=[CH:13][CH:12]=1.Cl. (2) The reactants are Cl.Cl.[NH:3]1[CH2:8][CH2:7][CH2:6][C@@H:5]([CH2:9][N:10]2[CH2:15][CH2:14][N:13]([C:16]([O:18][CH2:19][C:20]3[CH:25]=[CH:24][CH:23]=[CH:22][CH:21]=3)=[O:17])[CH2:12][CH2:11]2)[CH2:4]1.C(N([CH:32]([CH3:34])[CH3:33])CC)(C)C.C(OC1(O[Si](C)(C)C)CC1)C.C([BH3-])#N.[Na+]. The catalyst is CO.C1COCC1.C(O)(=O)C. The product is [CH:32]1([N:3]2[CH2:8][CH2:7][CH2:6][C@H:5]([CH2:9][N:10]3[CH2:11][CH2:12][N:13]([C:16]([O:18][CH2:19][C:20]4[CH:21]=[CH:22][CH:23]=[CH:24][CH:25]=4)=[O:17])[CH2:14][CH2:15]3)[CH2:4]2)[CH2:34][CH2:33]1. The yield is 0.620. (3) The reactants are [F:1][C:2]1[CH:18]=[CH:17][CH:16]=[C:15]([F:19])[C:3]=1/[CH:4]=[CH:5]/[C:6]1[CH:14]=[CH:13][C:9]([N:10]([CH3:12])[CH3:11])=[CH:8][CH:7]=1.[CH3:20][I:21]. The catalyst is CC(C)=O. The product is [I-:21].[F:1][C:2]1[CH:18]=[CH:17][CH:16]=[C:15]([F:19])[C:3]=1/[CH:4]=[CH:5]/[C:6]1[CH:14]=[CH:13][C:9]([N+:10]([CH3:20])([CH3:11])[CH3:12])=[CH:8][CH:7]=1. The yield is 0.640. (4) The reactants are [CH3:1][O:2][C:3](=[O:22])[C:4]1[CH:9]=[CH:8][C:7]([CH2:10][NH:11][C:12]2[CH:17]=[CH:16][C:15]([CH3:18])=[CH:14][C:13]=2[N+:19]([O-])=O)=[CH:6][CH:5]=1.O.NN. The catalyst is CO.C(Cl)Cl.[Pd]. The product is [CH3:1][O:2][C:3](=[O:22])[C:4]1[CH:5]=[CH:6][C:7]([CH2:10][NH:11][C:12]2[CH:17]=[CH:16][C:15]([CH3:18])=[CH:14][C:13]=2[NH2:19])=[CH:8][CH:9]=1. The yield is 0.930. (5) The product is [C:1]([C:5]1[CH:6]=[C:7]2[C:12](=[C:13]([F:15])[CH:14]=1)[C:11](=[O:16])[N:10]([C:17]1[CH:27]=[CH:26][CH:25]=[C:24]([C:28]3[CH:33]=[C:32]([NH:34][C:35]4[CH:40]=[CH:39][C:38]([CH2:41][N:42]5[CH2:47][CH2:46][N:45]([CH3:48])[CH2:44][CH2:43]5)=[CH:37][N:36]=4)[C:31](=[O:49])[N:30]([CH3:50])[N:29]=3)[C:18]=1[CH2:19][OH:20])[N:9]=[CH:8]2)([CH3:4])([CH3:2])[CH3:3]. The catalyst is CO. The yield is 0.862. The reactants are [C:1]([C:5]1[CH:6]=[C:7]2[C:12](=[C:13]([F:15])[CH:14]=1)[C:11](=[O:16])[N:10]([C:17]1[CH:27]=[CH:26][CH:25]=[C:24]([C:28]3[CH:33]=[C:32]([NH:34][C:35]4[CH:40]=[CH:39][C:38]([CH2:41][N:42]5[CH2:47][CH2:46][N:45]([CH3:48])[CH2:44][CH2:43]5)=[CH:37][N:36]=4)[C:31](=[O:49])[N:30]([CH3:50])[N:29]=3)[C:18]=1[CH2:19][O:20]C(=O)C)[N:9]=[CH:8]2)([CH3:4])([CH3:3])[CH3:2].C(=O)([O-])[O-].[K+].[K+].O. (6) The reactants are [F:1][C:2]1[CH:7]=[CH:6][C:5]([C@H:8]([CH3:11])[CH2:9]O)=[CH:4][CH:3]=1.[C:12]1(=[O:22])[NH:16][C:15](=[O:17])[C:14]2=[CH:18][CH:19]=[CH:20][CH:21]=[C:13]12.C1(P(C2C=CC=CC=2)C2C=CC=CC=2)C=CC=CC=1. The catalyst is C1COCC1. The product is [F:1][C:2]1[CH:7]=[CH:6][C:5]([C@H:8]([CH3:11])[CH2:9][N:16]2[C:12](=[O:22])[C:13]3[C:14](=[CH:18][CH:19]=[CH:20][CH:21]=3)[C:15]2=[O:17])=[CH:4][CH:3]=1. The yield is 0.590. (7) The reactants are O=[C:2]([CH2:6][CH3:7])[CH2:3][C:4]#[N:5].[NH2:8][C:9]1[N:13]=[CH:12][NH:11][N:10]=1. The catalyst is C(O)(=O)C. The product is [CH2:6]([C:2]1[CH:3]=[C:4]([NH2:5])[N:10]2[N:11]=[CH:12][N:13]=[C:9]2[N:8]=1)[CH3:7]. The yield is 0.120.